From a dataset of Full USPTO retrosynthesis dataset with 1.9M reactions from patents (1976-2016). Predict the reactants needed to synthesize the given product. (1) The reactants are: [Cl:1][C:2]1[CH:3]=[C:4]([N:9]([C:15]2[C:23]3[C:18](=[C:19](I)[N:20]=[CH:21][CH:22]=3)[O:17][C:16]=2[NH:25][C:26]([O:28][CH2:29][CH3:30])=[O:27])[C:10](=[O:14])[O:11][CH2:12][CH3:13])[CH:5]=[CH:6][C:7]=1[F:8].[C:31]([C:33]1[CH:41]=[CH:40][C:36]([C:37]([NH2:39])=[O:38])=[CH:35][CH:34]=1)#[CH:32]. Given the product [C:37]([C:36]1[CH:40]=[CH:41][C:33]([C:31]#[C:32][C:19]2[N:20]=[CH:21][CH:22]=[C:23]3[C:15]([N:9]([C:4]4[CH:5]=[CH:6][C:7]([F:8])=[C:2]([Cl:1])[CH:3]=4)[C:10](=[O:14])[O:11][CH2:12][CH3:13])=[C:16]([NH:25][C:26]([O:28][CH2:29][CH3:30])=[O:27])[O:17][C:18]=23)=[CH:34][CH:35]=1)(=[O:38])[NH2:39], predict the reactants needed to synthesize it. (2) Given the product [CH3:16][O:1][CH2:2][C@H:3]([NH:5][C:6](=[O:15])[O:7][CH2:8][C:9]1[CH:14]=[CH:13][CH:12]=[CH:11][CH:10]=1)[CH3:4], predict the reactants needed to synthesize it. The reactants are: [OH:1][CH2:2][C@H:3]([NH:5][C:6](=[O:15])[O:7][CH2:8][C:9]1[CH:14]=[CH:13][CH:12]=[CH:11][CH:10]=1)[CH3:4].[CH3:16]I. (3) Given the product [F:1][C:2]1[CH:3]=[CH:4][C:5]([C:8]2[O:12][N:11]=[CH:10][C:9]=2[C:13]([N:39]2[CH2:44][CH2:43][CH2:42][C@@H:41]([C:45]([OH:48])([CH3:47])[CH3:46])[CH2:40]2)=[O:15])=[CH:6][CH:7]=1, predict the reactants needed to synthesize it. The reactants are: [F:1][C:2]1[CH:7]=[CH:6][C:5]([C:8]2[O:12][N:11]=[CH:10][C:9]=2[C:13]([OH:15])=O)=[CH:4][CH:3]=1.CN(C(ON1N=NC2C=CC=CC1=2)=[N+](C)C)C.[B-](F)(F)(F)F.Cl.[NH:39]1[CH2:44][CH2:43][CH2:42][C@@H:41]([C:45]([OH:48])([CH3:47])[CH3:46])[CH2:40]1.C(N(CC)CC)C. (4) Given the product [C:1]([N:3]=[S:4]([C:7]1[C:8]([O:20][CH3:21])=[C:9]([CH:13]=[CH:14][C:15]=1[C:16]([F:19])([F:18])[F:17])[C:10]([NH:22][C:23]1[O:24][C:25]([CH3:28])=[N:26][N:27]=1)=[O:12])([CH3:6])=[O:5])#[N:2], predict the reactants needed to synthesize it. The reactants are: [C:1]([N:3]=[S:4]([C:7]1[C:8]([O:20][CH3:21])=[C:9]([CH:13]=[CH:14][C:15]=1[C:16]([F:19])([F:18])[F:17])[C:10]([OH:12])=O)([CH3:6])=[O:5])#[N:2].[NH2:22][C:23]1[O:24][C:25]([CH3:28])=[N:26][N:27]=1.C(Cl)(=O)C(Cl)=O. (5) Given the product [CH2:36]([O:38][C:39](=[O:53])[C:40]([CH3:42])([O:43][C:16]1[CH:15]=[C:14]2[C:10]([CH:11]=[CH:12][N:13]2[CH2:17][C:18]2[S:22][C:21]([C:23]3[CH:28]=[CH:27][C:26]([C:29]([F:31])([F:30])[F:32])=[CH:25][CH:24]=3)=[N:20][C:19]=2[CH3:33])=[CH:9][CH:8]=1)[CH3:41])[CH3:37], predict the reactants needed to synthesize it. The reactants are: C(OC(=O)C(C)(O[C:8]1[CH:9]=[C:10]2[C:14](=[CH:15][CH:16]=1)[N:13]([CH2:17][C:18]1[S:22][C:21]([C:23]3[CH:28]=[CH:27][C:26]([C:29]([F:32])([F:31])[F:30])=[CH:25][CH:24]=3)=[N:20][C:19]=1[CH3:33])[CH:12]=[CH:11]2)C)C.[CH2:36]([O:38][C:39](=[O:53])[C:40]([O:43]C1C=C2C(C=CN2)=CC=1)([CH3:42])[CH3:41])[CH3:37]. (6) Given the product [Cl:1][C:2]1[C:7](=[O:8])[N:6]([C:9]2[CH:10]=[C:11]([CH:15]=[CH:16][C:17]=2[CH3:18])[C:12]([NH:31][CH2:32][CH2:33][OH:34])=[O:13])[C:5]([CH3:19])=[N:4][C:3]=1[O:20][CH2:21][C:22]1[CH:27]=[CH:26][C:25]([F:28])=[CH:24][C:23]=1[F:29], predict the reactants needed to synthesize it. The reactants are: [Cl:1][C:2]1[C:7](=[O:8])[N:6]([C:9]2[CH:10]=[C:11]([CH:15]=[CH:16][C:17]=2[CH3:18])[C:12](O)=[O:13])[C:5]([CH3:19])=[N:4][C:3]=1[O:20][CH2:21][C:22]1[CH:27]=[CH:26][C:25]([F:28])=[CH:24][C:23]=1[F:29].C[N:31]1CC[O:34][CH2:33][CH2:32]1.ClC(OCC(C)C)=O.C(CN)O. (7) Given the product [CH3:1][O:2][C:3]1[CH:8]=[CH:7][C:6]([C:9]2[N:10]=[C:11]([CH:22]3[CH2:23][CH2:24][N:25]([C:28](=[O:32])[N:29]([O:31][C:41]([O:43][CH3:44])=[O:42])[CH3:30])[CH2:26][CH2:27]3)[O:12][C:13]=2[C:14]2[CH:15]=[CH:16][C:17]([O:20][CH3:21])=[CH:18][CH:19]=2)=[CH:5][CH:4]=1, predict the reactants needed to synthesize it. The reactants are: [CH3:1][O:2][C:3]1[CH:8]=[CH:7][C:6]([C:9]2[N:10]=[C:11]([CH:22]3[CH2:27][CH2:26][N:25]([C:28](=[O:32])[N:29]([OH:31])[CH3:30])[CH2:24][CH2:23]3)[O:12][C:13]=2[C:14]2[CH:19]=[CH:18][C:17]([O:20][CH3:21])=[CH:16][CH:15]=2)=[CH:5][CH:4]=1.C(N(CC)CC)C.Cl[C:41]([O:43][CH3:44])=[O:42].